This data is from NCI-60 drug combinations with 297,098 pairs across 59 cell lines. The task is: Regression. Given two drug SMILES strings and cell line genomic features, predict the synergy score measuring deviation from expected non-interaction effect. (1) Drug 1: CCCCCOC(=O)NC1=NC(=O)N(C=C1F)C2C(C(C(O2)C)O)O. Drug 2: COCCOC1=C(C=C2C(=C1)C(=NC=N2)NC3=CC=CC(=C3)C#C)OCCOC.Cl. Cell line: SNB-19. Synergy scores: CSS=-1.81, Synergy_ZIP=1.30, Synergy_Bliss=3.04, Synergy_Loewe=-3.70, Synergy_HSA=-1.20. (2) Drug 1: C1CCN(CC1)CCOC2=CC=C(C=C2)C(=O)C3=C(SC4=C3C=CC(=C4)O)C5=CC=C(C=C5)O. Drug 2: C#CCC(CC1=CN=C2C(=N1)C(=NC(=N2)N)N)C3=CC=C(C=C3)C(=O)NC(CCC(=O)O)C(=O)O. Cell line: OVCAR-4. Synergy scores: CSS=-2.25, Synergy_ZIP=-1.00, Synergy_Bliss=-3.05, Synergy_Loewe=-0.470, Synergy_HSA=-3.12. (3) Drug 1: CCC1=CC2CC(C3=C(CN(C2)C1)C4=CC=CC=C4N3)(C5=C(C=C6C(=C5)C78CCN9C7C(C=CC9)(C(C(C8N6C)(C(=O)OC)O)OC(=O)C)CC)OC)C(=O)OC.C(C(C(=O)O)O)(C(=O)O)O. Drug 2: CC=C1C(=O)NC(C(=O)OC2CC(=O)NC(C(=O)NC(CSSCCC=C2)C(=O)N1)C(C)C)C(C)C. Cell line: OVCAR-5. Synergy scores: CSS=87.5, Synergy_ZIP=0.503, Synergy_Bliss=-0.183, Synergy_Loewe=-3.60, Synergy_HSA=1.27. (4) Drug 1: CS(=O)(=O)C1=CC(=C(C=C1)C(=O)NC2=CC(=C(C=C2)Cl)C3=CC=CC=N3)Cl. Drug 2: CCC1=CC2CC(C3=C(CN(C2)C1)C4=CC=CC=C4N3)(C5=C(C=C6C(=C5)C78CCN9C7C(C=CC9)(C(C(C8N6C)(C(=O)OC)O)OC(=O)C)CC)OC)C(=O)OC.C(C(C(=O)O)O)(C(=O)O)O. Cell line: IGROV1. Synergy scores: CSS=50.5, Synergy_ZIP=13.9, Synergy_Bliss=14.7, Synergy_Loewe=-18.8, Synergy_HSA=15.2. (5) Drug 1: COC1=NC(=NC2=C1N=CN2C3C(C(C(O3)CO)O)O)N. Drug 2: CC1CCCC2(C(O2)CC(NC(=O)CC(C(C(=O)C(C1O)C)(C)C)O)C(=CC3=CSC(=N3)C)C)C. Cell line: SNB-75. Synergy scores: CSS=46.4, Synergy_ZIP=0.650, Synergy_Bliss=0.371, Synergy_Loewe=-35.3, Synergy_HSA=2.34. (6) Drug 1: CCC(=C(C1=CC=CC=C1)C2=CC=C(C=C2)OCCN(C)C)C3=CC=CC=C3.C(C(=O)O)C(CC(=O)O)(C(=O)O)O. Drug 2: C1=CC=C(C=C1)NC(=O)CCCCCCC(=O)NO. Cell line: SK-OV-3. Synergy scores: CSS=9.94, Synergy_ZIP=-3.08, Synergy_Bliss=2.77, Synergy_Loewe=-7.18, Synergy_HSA=0.248. (7) Drug 1: CC1=C(C=C(C=C1)C(=O)NC2=CC(=CC(=C2)C(F)(F)F)N3C=C(N=C3)C)NC4=NC=CC(=N4)C5=CN=CC=C5. Drug 2: CCN(CC)CCCC(C)NC1=C2C=C(C=CC2=NC3=C1C=CC(=C3)Cl)OC. Cell line: SK-MEL-2. Synergy scores: CSS=32.8, Synergy_ZIP=-3.20, Synergy_Bliss=-3.43, Synergy_Loewe=-2.08, Synergy_HSA=-2.97. (8) Drug 1: C1=NNC2=C1C(=O)NC=N2. Drug 2: C(CCl)NC(=O)N(CCCl)N=O. Cell line: HOP-62. Synergy scores: CSS=-0.760, Synergy_ZIP=-1.29, Synergy_Bliss=-1.08, Synergy_Loewe=-2.97, Synergy_HSA=-1.90.